This data is from Full USPTO retrosynthesis dataset with 1.9M reactions from patents (1976-2016). The task is: Predict the reactants needed to synthesize the given product. (1) Given the product [CH2:21]([O:23][CH:24]([O:27][CH2:28][CH3:29])[CH2:25][C:16]1[C:17]2=[C:20]3[C:9]([C:8]4[C:19]5[C:4](=[CH:3][CH:2]=[CH:1][C:18]2=5)[CH:5]=[CH:6][CH:7]=4)=[CH:10][CH:11]=[CH:12][C:13]3=[CH:14][CH:15]=1)[CH3:22], predict the reactants needed to synthesize it. The reactants are: [CH:1]1[C:18]2=[C:19]3[C:8]([C:9]4[C:20]5[C:13](=[CH:14][CH:15]=[CH:16][C:17]2=5)[CH:12]=[CH:11][CH:10]=4)=[CH:7][CH:6]=[CH:5][C:4]3=[CH:3][CH:2]=1.[CH2:21]([O:23][CH:24]([O:27][CH2:28][CH3:29])[CH2:25]Br)[CH3:22]. (2) Given the product [N:6]1([CH2:14][CH2:15][N:16]2[C:17](=[O:26])[C:18]3[C:23](=[CH:22][CH:21]=[CH:20][CH:19]=3)[C:24]2=[O:25])[CH:10]=[N:9][CH:8]=[N:7]1, predict the reactants needed to synthesize it. The reactants are: CN(C=O)C.[NH:6]1[CH:10]=[N:9][CH:8]=[N:7]1.[OH-].[Na+].Br[CH2:14][CH2:15][N:16]1[C:24](=[O:25])[C:23]2[C:18](=[CH:19][CH:20]=[CH:21][CH:22]=2)[C:17]1=[O:26]. (3) Given the product [Cl:1][C:2]1[CH:10]=[C:9]([N+:11]([O-:13])=[O:12])[CH:8]=[CH:7][C:3]=1[C:4]([N:31]1[CH2:32][CH2:33][C@H:29]([O:28][CH2:24][CH:25]([CH3:27])[CH3:26])[CH2:30]1)=[O:6], predict the reactants needed to synthesize it. The reactants are: [Cl:1][C:2]1[CH:10]=[C:9]([N+:11]([O-:13])=[O:12])[CH:8]=[CH:7][C:3]=1[C:4]([OH:6])=O.S(Cl)(Cl)=O.O1CCCC1.Cl.[CH2:24]([O:28][C@H:29]1[CH2:33][CH2:32][NH:31][CH2:30]1)[CH:25]([CH3:27])[CH3:26]. (4) Given the product [CH2:1]([CH:3]([N:6]1[C:18]2[C:17]3[CH:16]=[CH:15][C:14]([I:19])=[CH:13][C:12]=3[N:11]=[C:10]([CH3:20])[C:9]=2[CH:8]=[CH:7]1)[CH2:4][CH3:5])[CH3:2], predict the reactants needed to synthesize it. The reactants are: [CH2:1]([CH:3]([N:6]1[C:18]2[C:17]3[CH:16]=[CH:15][C:14]([I:19])=[CH:13][C:12]=3[N:11]=[C:10]([C:20]3C(C)=CC(C)=CC=3C)[C:9]=2[CH2:8][CH2:7]1)[CH2:4][CH3:5])[CH3:2]. (5) Given the product [ClH:28].[ClH:28].[CH:1]1([N:5]2[CH2:6][CH2:7][CH:8]([O:11][C:12]3[CH:13]=[CH:14][C:15]([NH:18][C:19](=[O:27])[CH2:20][N:21]4[CH2:22][CH2:23][O:24][CH2:25][CH2:26]4)=[CH:16][CH:17]=3)[CH2:9][CH2:10]2)[CH2:2][CH2:3][CH2:4]1, predict the reactants needed to synthesize it. The reactants are: [CH:1]1([N:5]2[CH2:10][CH2:9][CH:8]([O:11][C:12]3[CH:17]=[CH:16][C:15]([NH:18][C:19](=[O:27])[CH2:20][N:21]4[CH2:26][CH2:25][O:24][CH2:23][CH2:22]4)=[CH:14][CH:13]=3)[CH2:7][CH2:6]2)[CH2:4][CH2:3][CH2:2]1.[ClH:28]. (6) Given the product [Cl:1][C:2]1[CH:3]=[C:4]2[N:21]([CH2:22][OH:23])[C:20]([O:30][C@H:31]3[C@H:35]4[O:36][CH2:37][C@@H:38]([OH:39])[C@H:34]4[O:33][CH2:32]3)=[CH:19][C:5]2=[N:6][C:7]=1[C:8]1[CH:13]=[CH:12][C:11]([N:14]2[CH2:18][CH2:17][CH2:16][CH2:15]2)=[CH:10][CH:9]=1, predict the reactants needed to synthesize it. The reactants are: [Cl:1][C:2]1[CH:3]=[C:4]2[N:21]([CH2:22][O:23]CC[Si](C)(C)C)[C:20]([O:30][C@H:31]3[C@H:35]4[O:36][CH2:37][C@@H:38]([OH:39])[C@H:34]4[O:33][CH2:32]3)=[CH:19][C:5]2=[N:6][C:7]=1[C:8]1[CH:13]=[CH:12][C:11]([N:14]2[CH2:18][CH2:17][CH2:16][CH2:15]2)=[CH:10][CH:9]=1.Cl.